Dataset: Full USPTO retrosynthesis dataset with 1.9M reactions from patents (1976-2016). Task: Predict the reactants needed to synthesize the given product. (1) Given the product [CH3:31][C:14]1[N:15]([CH2:25][C:26]([O:28][CH2:29][CH3:30])=[O:27])[C:16]2[CH2:17][C:18]([CH3:24])([CH3:23])[CH2:19][C:20](=[O:22])[C:21]=2[C:13]=1[S:12][C:6]1[CH:7]=[CH:8][C:9]([CH3:11])=[CH:10][C:5]=1[S:2]([N:32]1[CH2:36][CH2:35][CH2:34][CH2:33]1)(=[O:4])=[O:3], predict the reactants needed to synthesize it. The reactants are: Cl[S:2]([C:5]1[CH:10]=[C:9]([CH3:11])[CH:8]=[CH:7][C:6]=1[S:12][C:13]1[C:21]2[C:20](=[O:22])[CH2:19][C:18]([CH3:24])([CH3:23])[CH2:17][C:16]=2[N:15]([CH2:25][C:26]([O:28][CH2:29][CH3:30])=[O:27])[C:14]=1[CH3:31])(=[O:4])=[O:3].[NH:32]1[CH2:36][CH2:35][CH2:34][CH2:33]1. (2) Given the product [NH2:23][CH2:22][C:4]1[CH:3]=[C:2]([Br:1])[CH:7]=[CH:6][C:5]=1[NH:8][CH:9]1[CH2:10][CH2:11][N:12]([C:15]([O:17][C:18]([CH3:21])([CH3:20])[CH3:19])=[O:16])[CH2:13][CH2:14]1, predict the reactants needed to synthesize it. The reactants are: [Br:1][C:2]1[CH:7]=[CH:6][C:5]([NH:8][CH:9]2[CH2:14][CH2:13][N:12]([C:15]([O:17][C:18]([CH3:21])([CH3:20])[CH3:19])=[O:16])[CH2:11][CH2:10]2)=[C:4]([C:22]#[N:23])[CH:3]=1.C1COCC1. (3) Given the product [F:17][C:16]([F:19])([F:18])[CH2:15][CH:14]=[C:40]1[CH2:41][CH2:42][CH:37]([C:35]([O:34][CH2:32][CH3:33])=[O:36])[CH2:38][CH2:39]1, predict the reactants needed to synthesize it. The reactants are: C([Li])CCC.[I-].C1([P+](C2C=CC=CC=2)(C2C=CC=CC=2)[CH2:14][CH2:15][C:16]([F:19])([F:18])[F:17])C=CC=CC=1.[CH2:32]([O:34][C:35]([CH:37]1[CH2:42][CH2:41][C:40](=O)[CH2:39][CH2:38]1)=[O:36])[CH3:33].[Cl-].[NH4+]. (4) Given the product [CH3:20][O:19][C:12]1[CH:13]=[CH:14][CH:15]=[C:16]([O:17][CH3:18])[C:11]=1[CH:2]1[N:1]([CH2:30][C:29]2[CH:32]=[CH:33][CH:34]=[C:27]([N:21]3[CH2:26][CH2:25][CH2:24][CH2:23][CH2:22]3)[CH:28]=2)[C:7](=[O:9])[CH2:6][CH2:5][CH2:4][CH2:3]1, predict the reactants needed to synthesize it. The reactants are: [NH2:1][CH:2]([C:11]1[C:16]([O:17][CH3:18])=[CH:15][CH:14]=[CH:13][C:12]=1[O:19][CH3:20])[CH2:3][CH2:4][CH2:5][CH2:6][C:7]([O:9]C)=O.[N:21]1([C:27]2[CH:28]=[C:29]([CH:32]=[CH:33][CH:34]=2)[CH:30]=O)[CH2:26][CH2:25][CH2:24][CH2:23][CH2:22]1. (5) Given the product [F:39][C:32]1[CH:31]=[C:30]2[C:35]([C:36](=[O:38])[CH:37]=[C:28]([C:26]([NH:25][CH:22]3[CH2:23][CH2:24][N:19]([CH2:5][C:4]4[CH:7]=[CH:8][C:9]([NH:10][CH2:11][CH2:12][CH2:13][N:14]5[CH2:18][CH2:17][CH2:16][CH2:15]5)=[C:2]([F:1])[CH:3]=4)[CH2:20][CH2:21]3)=[O:27])[O:29]2)=[CH:34][CH:33]=1, predict the reactants needed to synthesize it. The reactants are: [F:1][C:2]1[CH:3]=[C:4]([CH:7]=[CH:8][C:9]=1[NH:10][CH2:11][CH2:12][CH2:13][N:14]1[CH2:18][CH2:17][CH2:16][CH2:15]1)[CH:5]=O.[NH:19]1[CH2:24][CH2:23][CH:22]([NH:25][C:26]([C:28]2[O:29][C:30]3[C:35]([C:36](=[O:38])[CH:37]=2)=[CH:34][CH:33]=[C:32]([F:39])[CH:31]=3)=[O:27])[CH2:21][CH2:20]1.C(O[BH-](OC(=O)C)OC(=O)C)(=O)C.[Na+].C1COCC1. (6) Given the product [O:28]=[C:14]([N:12]1[CH2:13][CH:10](/[C:7](=[N:2]\[O:3][CH2:4][CH2:5][CH3:6])/[CH3:8])[CH2:11]1)/[CH:15]=[CH:16]/[C:17]1[CH:18]=[C:19]2[C:24](=[N:25][CH:26]=1)[NH:23][C:22](=[O:27])[CH2:21][CH2:20]2, predict the reactants needed to synthesize it. The reactants are: Cl.[NH2:2][O:3][CH2:4][CH2:5][CH3:6].[C:7]([CH:10]1[CH2:13][N:12]([C:14](=[O:28])/[CH:15]=[CH:16]/[C:17]2[CH:18]=[C:19]3[C:24](=[N:25][CH:26]=2)[NH:23][C:22](=[O:27])[CH2:21][CH2:20]3)[CH2:11]1)(=O)[CH3:8]. (7) Given the product [I:1]([O-:5])(=[O:4])(=[O:3])=[O:2].[OH-:6].[Na+:7].[OH:6][OH:8], predict the reactants needed to synthesize it. The reactants are: [I:1]([O-:5])(=[O:4])(=[O:3])=[O:2].[OH-:6].[Na+:7].[OH:8]O. (8) Given the product [O:23]=[C:24]([OH:34])[C@H:25]([C@H:27]([C@@H:29]([C:31]([OH:33])=[O:32])[OH:30])[OH:28])[OH:26], predict the reactants needed to synthesize it. The reactants are: C1(=O)O[C@H](C(O)=O)[C@@H](O)[C@@H]1O.O=C(O)[C@H]1OC(=O)[C@@H](O)[C@H]1O.[O:23]=[C:24]([OH:34])[C@@H:25]([C@H:27]([C@H:29]([C:31]([OH:33])=[O:32])[OH:30])[OH:28])[OH:26]. (9) Given the product [C:3]([O:7][C:8]([NH:10][C:11](=[O:2])[C@H:12]([CH2:13][CH2:14][C:31]1[CH:30]=[CH:29][CH:28]=[CH:27][CH:32]=1)[NH2:1])=[O:9])([CH3:6])([CH3:5])[CH3:4], predict the reactants needed to synthesize it. The reactants are: [NH4+:1].[OH-:2].[C:3]([O:7][C:8]([NH:10][C@H:11](C(O)=O)[CH2:12][CH2:13][C:14]1C=CC=CC=1)=[O:9])([CH3:6])([CH3:5])[CH3:4].C(Cl)CCl.[CH:27]1[CH:28]=[CH:29][C:30]2N(O)N=N[C:31]=2[CH:32]=1. (10) Given the product [C:21]([O:20][C:18]([NH:17][C:15]1[CH:16]=[C:12]([C:10]2[NH:11][C:7]3[C:6]([O:28][CH3:29])=[C:5]([C:3]([OH:4])=[O:2])[CH:27]=[CH:26][C:8]=3[N:9]=2)[N:13]([CH3:25])[CH:14]=1)=[O:19])([CH3:24])([CH3:22])[CH3:23], predict the reactants needed to synthesize it. The reactants are: C[O:2][C:3]([C:5]1[CH:27]=[CH:26][C:8]2[N:9]=[C:10]([C:12]3[N:13]([CH3:25])[CH:14]=[C:15]([NH:17][C:18]([O:20][C:21]([CH3:24])([CH3:23])[CH3:22])=[O:19])[CH:16]=3)[NH:11][C:7]=2[C:6]=1[O:28][CH3:29])=[O:4].Cl.